Dataset: Full USPTO retrosynthesis dataset with 1.9M reactions from patents (1976-2016). Task: Predict the reactants needed to synthesize the given product. (1) Given the product [N:1]1[CH:6]=[CH:5][C:4]([C:7]2[S:11][C:10]([C:23]([O-:25])=[O:24])=[N:9][CH:8]=2)=[CH:3][CH:2]=1.[Li+:22], predict the reactants needed to synthesize it. The reactants are: [N:1]1[CH:6]=[CH:5][C:4]([C:7]2[S:11][CH:10]=[N:9][CH:8]=2)=[CH:3][CH:2]=1.CCCCCC.C([Li:22])CCC.[C:23](=[O:25])=[O:24]. (2) Given the product [F:2][C:3]([F:34])([F:35])[C:4]1[CH:5]=[C:6]([C:10]2[CH:11]=[CH:12][C:13]([C@@H:16]3[CH2:18][C@H:17]3[NH:19][C@H:20]3[CH2:21][CH2:22][C@@H:23]([NH2:26])[CH2:24][CH2:25]3)=[CH:14][CH:15]=2)[CH:7]=[CH:8][CH:9]=1, predict the reactants needed to synthesize it. The reactants are: Cl.[F:2][C:3]([F:35])([F:34])[C:4]1[CH:5]=[C:6]([C:10]2[CH:15]=[CH:14][C:13]([C@@H:16]3[CH2:18][C@H:17]3[NH:19][C@@H:20]3[CH2:25][CH2:24][C@H:23]([NH:26]C(=O)OC(C)(C)C)[CH2:22][CH2:21]3)=[CH:12][CH:11]=2)[CH:7]=[CH:8][CH:9]=1. (3) Given the product [NH:2]1[C:6]([C:7]([NH:10][S:11]([C:14]2[CH:15]=[CH:16][C:17]([C:20]3[CH:25]=[CH:24][CH:23]=[C:22]([CH2:26][NH:27][CH2:37][C:38]4[CH:43]=[CH:42][CH:41]=[CH:40][CH:39]=4)[CH:21]=3)=[CH:18][CH:19]=2)(=[O:13])=[O:12])([CH3:9])[CH3:8])=[CH:5][N:4]=[N:3]1, predict the reactants needed to synthesize it. The reactants are: Cl.[NH:2]1[C:6]([C:7]([NH:10][S:11]([C:14]2[CH:19]=[CH:18][C:17]([C:20]3[CH:25]=[CH:24][CH:23]=[C:22]([CH2:26][NH2:27])[CH:21]=3)=[CH:16][CH:15]=2)(=[O:13])=[O:12])([CH3:9])[CH3:8])=[CH:5][N:4]=[N:3]1.CCN(C(C)C)C(C)C.[CH:37](=O)[C:38]1[CH:43]=[CH:42][CH:41]=[CH:40][CH:39]=1.[BH-](OC(C)=O)(OC(C)=O)OC(C)=O.[Na+].CC(O)=O. (4) Given the product [NH2:10][C:5]1[C:6]([C:8]([NH2:9])=[O:18])=[N:7][C:2]([Cl:1])=[CH:3][CH:4]=1, predict the reactants needed to synthesize it. The reactants are: [Cl:1][C:2]1[N:7]=[C:6]([C:8]#[N:9])[C:5]([N+:10]([O-])=O)=[CH:4][CH:3]=1.[Sn](Cl)Cl.C([OH:18])C.